From a dataset of Forward reaction prediction with 1.9M reactions from USPTO patents (1976-2016). Predict the product of the given reaction. (1) Given the reactants C1N=CN([C:6]([N:8]2C=N[CH:10]=[CH:9]2)=[S:7])C=1.[OH:13][C:14]1[CH:19]=[CH:18][CH:17]=[CH:16][C:15]=1CCN.C(N(CC)CC)C, predict the reaction product. The product is: [OH:13][C:14]1[CH:19]=[CH:18][CH:17]=[CH:16][C:15]=1[CH2:10][CH2:9][N:8]=[C:6]=[S:7]. (2) Given the reactants [C@H:1]([OH:14])([C@H:9]([OH:13])[C:10]([OH:12])=[O:11])[C@H:2]([OH:8])[C@@H:3]([OH:7])[C:4]([OH:6])=[O:5].[CH3:15][CH:16]([NH:23][CH3:24])[CH2:17][CH2:18][CH:19]=[C:20]([CH3:22])[CH3:21].CC#N, predict the reaction product. The product is: [CH3:15][CH:16]([NH:23][CH3:24])[CH2:17][CH2:18][CH:19]=[C:20]([CH3:22])[CH3:21].[C@H:1]([OH:14])([C@H:9]([OH:13])[C:10]([OH:12])=[O:11])[C@H:2]([OH:8])[C@@H:3]([OH:7])[C:4]([OH:6])=[O:5].[C@H:1]([OH:14])([C@H:9]([OH:13])[C:10]([OH:12])=[O:11])[C@H:2]([OH:8])[C@@H:3]([OH:7])[C:4]([OH:6])=[O:5]. (3) Given the reactants [CH3:1][O:2][C:3](=[O:13])[C:4]1[CH:9]=[CH:8][C:7]([CH2:10][NH2:11])=[N:6][C:5]=1[Cl:12].[C:14](OC(=O)C)(=[O:16])C, predict the reaction product. The product is: [CH3:1][O:2][C:3](=[O:13])[C:4]1[CH:9]=[CH:8][C:7]([CH2:10][NH:11][CH:14]=[O:16])=[N:6][C:5]=1[Cl:12]. (4) Given the reactants [NH2:1][C:2]1[CH:3]=[C:4]([NH:9][C:10]2[N:15]=[C:14]3[S:16][C:17]([NH:19][C:20]([CH:22]4[CH2:24][CH2:23]4)=[O:21])=[N:18][C:13]3=[CH:12][CH:11]=2)[CH:5]=[CH:6][C:7]=1[F:8].[N:25]([C:28]1[CH:33]=[CH:32][C:31]([C:34]([F:37])([F:36])[F:35])=[CH:30][CH:29]=1)=[C:26]=[O:27], predict the reaction product. The product is: [F:8][C:7]1[CH:6]=[CH:5][C:4]([NH:9][C:10]2[N:15]=[C:14]3[S:16][C:17]([NH:19][C:20]([CH:22]4[CH2:23][CH2:24]4)=[O:21])=[N:18][C:13]3=[CH:12][CH:11]=2)=[CH:3][C:2]=1[NH:1][C:26](=[O:27])[NH:25][C:28]1[CH:33]=[CH:32][C:31]([C:34]([F:35])([F:37])[F:36])=[CH:30][CH:29]=1. (5) Given the reactants [CH3:1][C:2]1[C:3]([C:15]2[CH:20]=[CH:19][CH:18]=[CH:17][CH:16]=2)=[N:4][C:5]2[C:10]([C:11]=1[C:12]([OH:14])=[O:13])=[CH:9][CH:8]=[CH:7][CH:6]=2.[C:21](Cl)(=O)C(Cl)=O, predict the reaction product. The product is: [CH3:21][O:13][C:12]([C:11]1[C:10]2[C:5](=[CH:6][CH:7]=[CH:8][CH:9]=2)[N:4]=[C:3]([C:15]2[CH:20]=[CH:19][CH:18]=[CH:17][CH:16]=2)[C:2]=1[CH3:1])=[O:14]. (6) The product is: [Cl:1][C:2]1[CH:3]=[C:4]([C@@H:8]2[C@@H:13]([C:14]3[CH:19]=[CH:18][C:17]([Cl:20])=[CH:16][CH:15]=3)[N:12]([C@@H:21]([CH2:24][CH3:25])[C@H:22]([OH:23])[CH3:32])[C:11](=[O:26])[C@:10]([CH2:28][C:29]([OH:31])=[O:30])([CH3:27])[CH2:9]2)[CH:5]=[CH:6][CH:7]=1. Given the reactants [Cl:1][C:2]1[CH:3]=[C:4]([C@@H:8]2[C@@H:13]([C:14]3[CH:19]=[CH:18][C:17]([Cl:20])=[CH:16][CH:15]=3)[N:12]([C@@H:21]([CH2:24][CH3:25])[CH:22]=[O:23])[C:11](=[O:26])[C@:10]([CH2:28][C:29]([OH:31])=[O:30])([CH3:27])[CH2:9]2)[CH:5]=[CH:6][CH:7]=1.[CH3:32][Mg]Cl, predict the reaction product. (7) Given the reactants C(OC(=O)[NH:7][CH2:8][CH2:9][NH:10][CH:11]1[CH2:16][CH2:15][O:14][CH2:13][CH2:12]1)(C)(C)C.C(N(CC)CC)C.ClCC(Cl)=O.[H-].[Na+].[C:32]([OH:38])([C:34](F)(F)F)=O, predict the reaction product. The product is: [O:14]1[CH2:15][CH2:16][CH:11]([N:10]2[CH2:9][CH2:8][NH:7][CH2:34][C:32]2=[O:38])[CH2:12][CH2:13]1. (8) The product is: [CH3:29][O:28][C:25]1[CH:24]=[CH:23][C:22]([C:21]2[C:14]3[C:13]([O:12][CH:10]([CH3:11])[CH2:9][N:7]([CH3:8])[CH2:6][CH2:5][CH2:4][C:3]([OH:36])=[O:2])=[N:18][CH:17]=[N:16][C:15]=3[O:19][C:20]=2[C:30]2[CH:35]=[CH:34][CH:33]=[CH:32][CH:31]=2)=[CH:27][CH:26]=1. Given the reactants C[O:2][C:3](=[O:36])[CH2:4][CH2:5][CH2:6][N:7]([CH2:9][CH:10]([O:12][C:13]1[C:14]2[C:21]([C:22]3[CH:27]=[CH:26][C:25]([O:28][CH3:29])=[CH:24][CH:23]=3)=[C:20]([C:30]3[CH:35]=[CH:34][CH:33]=[CH:32][CH:31]=3)[O:19][C:15]=2[N:16]=[CH:17][N:18]=1)[CH3:11])[CH3:8].[OH-].[Na+], predict the reaction product. (9) Given the reactants C([Li])CCC.Br[C:7]1[CH:12]=[CH:11][C:10]([O:13][C:14]2[CH:19]=[CH:18][CH:17]=[CH:16][CH:15]=2)=[CH:9][C:8]=1[CH2:20][OH:21].C([O:25][B:26](OC(C)C)OC(C)C)(C)C.Cl, predict the reaction product. The product is: [O:13]([C:10]1[CH:11]=[CH:12][C:7]2[B:26]([OH:25])[O:21][CH2:20][C:8]=2[CH:9]=1)[C:14]1[CH:19]=[CH:18][CH:17]=[CH:16][CH:15]=1. (10) Given the reactants [CH2:1]([OH:8])[C:2]1[CH:7]=[CH:6][CH:5]=[CH:4][CH:3]=1.[H-].[Na+].[F:11][C:12]1[C:13]([NH:19][CH2:20][C:21]2([O:27][CH3:28])[CH2:26][CH2:25][O:24][CH2:23][CH2:22]2)=[N:14][C:15](F)=[CH:16][CH:17]=1, predict the reaction product. The product is: [CH2:1]([O:8][C:15]1[N:14]=[C:13]([NH:19][CH2:20][C:21]2([O:27][CH3:28])[CH2:22][CH2:23][O:24][CH2:25][CH2:26]2)[C:12]([F:11])=[CH:17][CH:16]=1)[C:2]1[CH:7]=[CH:6][CH:5]=[CH:4][CH:3]=1.